Dataset: Forward reaction prediction with 1.9M reactions from USPTO patents (1976-2016). Task: Predict the product of the given reaction. (1) Given the reactants [Cl:1][C:2]1[CH:7]=[C:6]([C:8]2[N:9]=[C:10](O)[C:11]3[C:17]([O:18][CH3:19])=[CH:16][N:15]=[CH:14][C:12]=3[N:13]=2)[CH:5]=[CH:4][N:3]=1.[NH:21]1[CH2:26][CH2:25][CH2:24][C@@H:23]([OH:27])[CH2:22]1.Cl.C(OC(N1CCN(C2C3C(C4CC4)=CN=CC=3N=C(C3C=CN=C(Cl)C=3)N=2)CC1)=O)(C)(C)C, predict the reaction product. The product is: [Cl:1][C:2]1[CH:7]=[C:6]([C:8]2[N:9]=[C:10]([N:21]3[CH2:26][CH2:25][CH2:24][C@@H:23]([OH:27])[CH2:22]3)[C:11]3[C:17]([O:18][CH3:19])=[CH:16][N:15]=[CH:14][C:12]=3[N:13]=2)[CH:5]=[CH:4][N:3]=1. (2) The product is: [CH2:20]([O:27][C:28]([N:30]1[CH2:35][CH2:34][CH:33]([CH:36]=[CH:3][C:2](=[O:1])[C:12]2[CH:13]=[CH:14][CH:15]=[CH:16][CH:17]=2)[CH2:32][CH2:31]1)=[O:29])[C:21]1[CH:22]=[CH:23][CH:24]=[CH:25][CH:26]=1. Given the reactants [O:1]=[C:2]([C:12]1[CH:17]=[CH:16][CH:15]=[CH:14][CH:13]=1)[CH2:3]P(=O)(OCC)OCC.[H-].[Na+].[CH2:20]([O:27][C:28]([N:30]1[CH2:35][CH2:34][CH:33]([CH:36]=O)[CH2:32][CH2:31]1)=[O:29])[C:21]1[CH:26]=[CH:25][CH:24]=[CH:23][CH:22]=1, predict the reaction product.